From a dataset of Catalyst prediction with 721,799 reactions and 888 catalyst types from USPTO. Predict which catalyst facilitates the given reaction. Reactant: N[C:2]1[CH:19]=[C:18]([C:20]([F:23])([F:22])[F:21])[C:5]2[N:6]([C:10]3[CH:15]=[CH:14][C:13]([Cl:16])=[CH:12][C:11]=3[Cl:17])[C:7](=[O:9])[NH:8][C:4]=2[CH:3]=1.[C:24]([Cu])#[N:25].N(OC(C)(C)C)=O. Product: [Cl:17][C:11]1[CH:12]=[C:13]([Cl:16])[CH:14]=[CH:15][C:10]=1[N:6]1[C:5]2[C:18]([C:20]([F:23])([F:21])[F:22])=[CH:19][C:2]([C:24]#[N:25])=[CH:3][C:4]=2[NH:8][C:7]1=[O:9]. The catalyst class is: 550.